From a dataset of TCR-epitope binding with 47,182 pairs between 192 epitopes and 23,139 TCRs. Binary Classification. Given a T-cell receptor sequence (or CDR3 region) and an epitope sequence, predict whether binding occurs between them. (1) The epitope is KLWAQCVQL. The TCR CDR3 sequence is CASSLAGGRGEKLFF. Result: 1 (the TCR binds to the epitope). (2) The TCR CDR3 sequence is CASSQDWRAPDTQYF. The epitope is LLSAGIFGA. Result: 0 (the TCR does not bind to the epitope). (3) The epitope is FVDGVPFVV. The TCR CDR3 sequence is CASRLETYGYTF. Result: 1 (the TCR binds to the epitope). (4) The epitope is ELAGIGILTV. The TCR CDR3 sequence is CASSQASPGDEQFF. Result: 1 (the TCR binds to the epitope).